From a dataset of Forward reaction prediction with 1.9M reactions from USPTO patents (1976-2016). Predict the product of the given reaction. (1) Given the reactants CON(C)[C:4]([C:6]1[N:7]=[CH:8][N:9]([C:11]2[CH:16]=[CH:15][CH:14]=[C:13]([C:17]3[C:18]([F:24])=[N:19][CH:20]=[CH:21][C:22]=3[F:23])[CH:12]=2)[CH:10]=1)=[O:5].[CH3:26][N:27]1[CH:31]=[CH:30][N:29]=[CH:28]1, predict the reaction product. The product is: [F:24][C:18]1[C:17]([C:13]2[CH:12]=[C:11]([N:9]3[CH:10]=[C:6]([C:4]([C:28]4[N:27]([CH3:26])[CH:31]=[CH:30][N:29]=4)=[O:5])[N:7]=[CH:8]3)[CH:16]=[CH:15][CH:14]=2)=[C:22]([F:23])[CH:21]=[CH:20][N:19]=1. (2) Given the reactants [CH3:1][C:2]1[CH:7]=[CH:6][C:5]([CH3:8])=[CH:4][C:3]=1[CH:9](Cl)[CH3:10].[SH:12][C:13]1[CH:18]=[CH:17][CH:16]=[CH:15][N+:14]=1[O-:19].[Na], predict the reaction product. The product is: [CH3:1][C:2]1[CH:7]=[CH:6][C:5]([CH3:8])=[CH:4][C:3]=1[CH:9]([S:12][C:13]1[CH:18]=[CH:17][CH:16]=[CH:15][N+:14]=1[O-:19])[CH3:10]. (3) Given the reactants [Cl:1][C:2]1[CH:7]=[C:6]([Cl:8])[CH:5]=[CH:4][C:3]=1[CH2:9][C:10]([OH:12])=[O:11].I[CH2:14][CH3:15], predict the reaction product. The product is: [Cl:1][C:2]1[CH:7]=[C:6]([Cl:8])[CH:5]=[CH:4][C:3]=1[CH:9]([CH2:14][CH3:15])[C:10]([OH:12])=[O:11].